From a dataset of Peptide-MHC class I binding affinity with 185,985 pairs from IEDB/IMGT. Regression. Given a peptide amino acid sequence and an MHC pseudo amino acid sequence, predict their binding affinity value. This is MHC class I binding data. (1) The peptide sequence is FSSQLGLFY. The MHC is HLA-B57:01 with pseudo-sequence HLA-B57:01. The binding affinity (normalized) is 0.213. (2) The peptide sequence is ASVSFGAPSL. The MHC is H-2-Kb with pseudo-sequence H-2-Kb. The binding affinity (normalized) is 0.520. (3) The peptide sequence is LMWLSYFVA. The MHC is HLA-A02:06 with pseudo-sequence HLA-A02:06. The binding affinity (normalized) is 0.566. (4) The peptide sequence is GESNIVIGI. The MHC is HLA-B44:02 with pseudo-sequence HLA-B44:02. The binding affinity (normalized) is 0.780. (5) The peptide sequence is NDRPKQAWCW. The MHC is H-2-Kk with pseudo-sequence H-2-Kk. The binding affinity (normalized) is 0.431. (6) The peptide sequence is RMNVLADAL. The MHC is H-2-Db with pseudo-sequence H-2-Db. The binding affinity (normalized) is 0.0812. (7) The peptide sequence is LLIGLIIPPL. The MHC is HLA-A02:01 with pseudo-sequence HLA-A02:01. The binding affinity (normalized) is 0.949.